Dataset: Peptide-MHC class I binding affinity with 185,985 pairs from IEDB/IMGT. Task: Regression. Given a peptide amino acid sequence and an MHC pseudo amino acid sequence, predict their binding affinity value. This is MHC class I binding data. (1) The peptide sequence is IPMVTQMAM. The MHC is HLA-B51:01 with pseudo-sequence HLA-B51:01. The binding affinity (normalized) is 0.503. (2) The peptide sequence is LPVFATIGL. The MHC is HLA-A02:12 with pseudo-sequence HLA-A02:12. The binding affinity (normalized) is 0.448.